Dataset: Reaction yield outcomes from USPTO patents with 853,638 reactions. Task: Predict the reaction yield, written as a fraction of the theoretical maximum amount of product (1.0 means a 100% yield; for example, 0.34 means a 34% yield). (1) The product is [C:29]([O:32][C:15]1[CH:16]=[C:17]2[C:12](=[CH:13][CH:14]=1)[NH:11][C:10]([C:18]([O:20][CH2:21][CH3:22])=[O:19])=[CH:9]2)(=[O:31])[CH3:30]. The catalyst is [Pd]. The reactants are C(O[C:9]1[C:17]2[C:12](=[CH:13][CH:14]=[CH:15][CH:16]=2)[NH:11][C:10]=1[C:18]([O:20][CH2:21][CH3:22])=[O:19])C1C=CC=CC=1.C1CCCCC=1.[C:29]([O:32]CC)(=[O:31])[CH3:30]. The yield is 0.770. (2) The reactants are CC(OC(/N=N/C(OC(C)C)=O)=O)C.C1C=CC(P(C2C=CC=CC=2)C2C=CC=CC=2)=CC=1.[CH2:34]([O:41][C@H:42]1[C@H:47]([O:48][CH2:49][C:50]2[CH:55]=[CH:54][CH:53]=[CH:52][CH:51]=2)[C@@H:46]([CH2:56][O:57][CH2:58][C:59]2[CH:64]=[CH:63][CH:62]=[CH:61][CH:60]=2)[O:45][C@H:44]([CH2:65][P:66]([O:71][CH2:72][CH3:73])(=[O:70])[O:67][CH2:68][CH3:69])[C@@H:43]1O)[C:35]1[CH:40]=[CH:39][CH:38]=[CH:37][CH:36]=1.P([N:91]=[N+:92]=[N-:93])(=O)(OC1C=CC=CC=1)OC1C=CC=CC=1. The catalyst is C1COCC1. The product is [N:91]([C@H:43]1[C@@H:42]([O:41][CH2:34][C:35]2[CH:40]=[CH:39][CH:38]=[CH:37][CH:36]=2)[C@H:47]([O:48][CH2:49][C:50]2[CH:55]=[CH:54][CH:53]=[CH:52][CH:51]=2)[C@@H:46]([CH2:56][O:57][CH2:58][C:59]2[CH:64]=[CH:63][CH:62]=[CH:61][CH:60]=2)[O:45][C@@H:44]1[CH2:65][P:66]([O:71][CH2:72][CH3:73])(=[O:70])[O:67][CH2:68][CH3:69])=[N+:92]=[N-:93]. The yield is 0.860.